Dataset: Forward reaction prediction with 1.9M reactions from USPTO patents (1976-2016). Task: Predict the product of the given reaction. (1) Given the reactants [CH:1](=O)[C:2]1[CH:7]=[CH:6][CH:5]=[CH:4][CH:3]=1.[N:9]1[CH:14]=[CH:13][C:12]([CH2:15]CN)=[CH:11][CH:10]=1.[SH:18][CH:19]([CH2:23][C:24]([OH:26])=[O:25])[C:20](O)=[O:21].C[N:28](C=O)C, predict the reaction product. The product is: [O:21]=[C:20]1[CH:19]([CH2:23][C:24]([OH:26])=[O:25])[S:18][CH:1]([C:2]2[CH:7]=[CH:6][CH:5]=[CH:4][CH:3]=2)[N:28]1[CH2:15][C:12]1[CH:11]=[CH:10][N:9]=[CH:14][CH:13]=1. (2) Given the reactants Br[C:2]1[CH:6]=[C:5]([C:7]#[C:8][C:9]([CH3:12])([CH3:11])[CH3:10])[S:4][C:3]=1[C:13]([O:15][CH3:16])=[O:14].C1C=CC(P(C2C(C3C(P(C4C=CC=CC=4)C4C=CC=CC=4)=CC=C4C=3C=CC=C4)=C3C(C=CC=C3)=CC=2)C2C=CC=CC=2)=CC=1.Cl.[NH2:64][C@@H:65]([CH2:73][CH3:74])[C:66]([O:68][C:69]([CH3:72])([CH3:71])[CH3:70])=[O:67].C(=O)([O-])[O-].[Cs+].[Cs+], predict the reaction product. The product is: [C:69]([O:68][C:66](=[O:67])[C@@H:65]([NH:64][C:2]1[CH:6]=[C:5]([C:7]#[C:8][C:9]([CH3:12])([CH3:11])[CH3:10])[S:4][C:3]=1[C:13]([O:15][CH3:16])=[O:14])[CH2:73][CH3:74])([CH3:71])([CH3:70])[CH3:72].